This data is from Forward reaction prediction with 1.9M reactions from USPTO patents (1976-2016). The task is: Predict the product of the given reaction. Given the reactants [CH3:1][N:2]1[C@H:11]2[CH2:12][C:13]3[CH:18]=[CH:17][C:16]([O:19][CH3:20])=[CH:15][C:14]=3[C@:5]3([C@@H:10]2[CH2:9][CH2:8][CH2:7][CH2:6]3)[CH2:4][CH2:3]1.O.Br.C([O-])([O-])=O.[K+].[K+], predict the reaction product. The product is: [CH3:1][N:2]1[C@H:11]2[CH2:12][C:13]3[CH:18]=[CH:17][C:16]([O:19][CH3:20])=[CH:15][C:14]=3[C@:5]3([C@@H:10]2[CH2:9][CH2:8][CH2:7][CH2:6]3)[CH2:4][CH2:3]1.[CH3:1][N:2]1[CH2:3][CH2:4][C@@:5]23[C:14]4[CH:15]=[CH:16][CH:17]=[CH:18][C:13]=4[CH2:12][C@@H:11]1[C@@H:10]2[CH2:9][CH2:8][CH2:7][CH2:6]3.